From a dataset of Forward reaction prediction with 1.9M reactions from USPTO patents (1976-2016). Predict the product of the given reaction. (1) Given the reactants C(C1C=C[C:8]([OH:11])=CC=1)(C)(C)C.[OH:12][C:13]1[CH:18]=[CH:17][C:16](C([C:16]2[CH:17]=[CH:18][C:13]([OH:12])=[CH:14][CH:15]=2)(C)C)=[CH:15][CH:14]=1.C=O.[OH-].[Na+], predict the reaction product. The product is: [CH2:8]=[O:11].[C:13]1([OH:12])[CH:18]=[CH:17][CH:16]=[CH:15][CH:14]=1. (2) Given the reactants [C:1]([NH:9][NH2:10])(=O)[C:2]1[CH:7]=[CH:6][N:5]=[CH:4][CH:3]=1.[CH2:11]([N:13]=[C:14]=[S:15])[CH3:12].O.C([O-])([O-])=O.[K+].[K+], predict the reaction product. The product is: [CH2:11]([N:13]1[C:1]([C:2]2[CH:7]=[CH:6][N:5]=[CH:4][CH:3]=2)=[N:9][N:10]=[C:14]1[SH:15])[CH3:12]. (3) Given the reactants [CH2:1]([O:8][CH2:9][CH2:10][N:11]1[C:16](=[O:17])[CH:15]=[N:14][NH:13][C:12]1=[O:18])[C:2]1[CH:7]=[CH:6][CH:5]=[CH:4][CH:3]=1.[H-].[Na+].Br[CH2:22][CH2:23][CH2:24][CH2:25][Cl:26], predict the reaction product. The product is: [CH2:1]([O:8][CH2:9][CH2:10][N:11]1[C:16](=[O:17])[CH:15]=[N:14][N:13]([CH2:22][CH2:23][CH2:24][CH2:25][Cl:26])[C:12]1=[O:18])[C:2]1[CH:7]=[CH:6][CH:5]=[CH:4][CH:3]=1. (4) The product is: [C:1]([C:4]1[CH:5]=[N:6][C:7]2[C:12]([C:13]=1[NH:14][C@H:15]1[CH2:20][CH2:19][C@H:18]([NH:21][C:22](=[O:28])[O:23][C:24]([CH3:27])([CH3:26])[CH3:25])[CH2:17][CH2:16]1)=[CH:11][C:10]([C:35]1[CH:36]=[C:31]([F:30])[C:32]([OH:47])=[C:33]([F:46])[CH:34]=1)=[CH:9][CH:8]=2)(=[O:3])[CH3:2]. Given the reactants [C:1]([C:4]1[CH:5]=[N:6][C:7]2[C:12]([C:13]=1[NH:14][C@H:15]1[CH2:20][CH2:19][C@H:18]([NH:21][C:22](=[O:28])[O:23][C:24]([CH3:27])([CH3:26])[CH3:25])[CH2:17][CH2:16]1)=[CH:11][C:10](Br)=[CH:9][CH:8]=2)(=[O:3])[CH3:2].[F:30][C:31]1[CH:36]=[C:35](B2CC(C)(C)C(C)(C)C2)[CH:34]=[C:33]([F:46])[C:32]=1[OH:47], predict the reaction product.